This data is from Full USPTO retrosynthesis dataset with 1.9M reactions from patents (1976-2016). The task is: Predict the reactants needed to synthesize the given product. (1) Given the product [CH2:3]([O:5][C:6](=[O:23])[C:7]1[CH:12]=[C:11]([O:13][C:14]([F:15])([F:16])[F:17])[C:10]([CH:18]=[CH2:19])=[CH:9][C:8]=1[NH2:20])[CH3:4], predict the reactants needed to synthesize it. The reactants are: [Cl-].[NH4+].[CH2:3]([O:5][C:6](=[O:23])[C:7]1[CH:12]=[C:11]([O:13][C:14]([F:17])([F:16])[F:15])[C:10]([CH:18]=[CH2:19])=[CH:9][C:8]=1[N+:20]([O-])=O)[CH3:4]. (2) Given the product [C:1]([O:5][C:6](=[O:21])[CH2:7][O:8][CH2:9][CH2:10][O:11][CH2:12][CH2:13][O:14][CH2:15][CH2:16][O:17][CH2:18][CH2:19][O:20][S:30]([CH3:29])(=[O:32])=[O:31])([CH3:4])([CH3:2])[CH3:3], predict the reactants needed to synthesize it. The reactants are: [C:1]([O:5][C:6](=[O:21])[CH2:7][O:8][CH2:9][CH2:10][O:11][CH2:12][CH2:13][O:14][CH2:15][CH2:16][O:17][CH2:18][CH2:19][OH:20])([CH3:4])([CH3:3])[CH3:2].C(N(CC)CC)C.[CH3:29][S:30](Cl)(=[O:32])=[O:31]. (3) Given the product [CH2:18]([C:13]1[C:12]([CH2:11][NH:10][C:7]2[CH:8]=[CH:9][C:4]([C:3]([NH:23][CH:24]([CH3:27])[CH2:25][OH:26])=[O:22])=[CH:5][N:6]=2)=[C:16]([CH3:17])[O:15][N:14]=1)[CH2:19][CH2:20][CH3:21], predict the reactants needed to synthesize it. The reactants are: CO[C:3](=[O:22])[C:4]1[CH:9]=[CH:8][C:7]([NH:10][CH2:11][C:12]2[C:13]([CH2:18][CH2:19][CH2:20][CH3:21])=[N:14][O:15][C:16]=2[CH3:17])=[N:6][CH:5]=1.[NH2:23][CH:24]([CH3:27])[CH2:25][OH:26]. (4) Given the product [C:1]([Si:5]([CH3:20])([CH3:21])[O:6][CH2:7][C:8]([C:10]1[CH:11]=[CH:12][C:13]([NH2:16])=[CH:14][CH:15]=1)([CH3:19])[CH3:9])([CH3:4])([CH3:2])[CH3:3], predict the reactants needed to synthesize it. The reactants are: [C:1]([Si:5]([CH3:21])([CH3:20])[O:6][CH2:7][C:8]([CH3:19])([C:10]1[CH:15]=[CH:14][C:13]([N+:16]([O-])=O)=[CH:12][CH:11]=1)[CH3:9])([CH3:4])([CH3:3])[CH3:2]. (5) Given the product [O:18]1[C:22]2([CH2:27][CH2:26][CH:25]([N:1]3[C:5](=[O:6])[CH2:4][CH2:3][C:2]3=[O:7])[CH2:24][CH2:23]2)[O:21][CH2:20][CH2:19]1, predict the reactants needed to synthesize it. The reactants are: [NH:1]1[C:5](=[O:6])[CH2:4][CH2:3][C:2]1=[O:7].C[Si](C)(C)[N-][Si](C)(C)C.[Na+].[O:18]1[C:22]2([CH2:27][CH2:26][C:25](C3C(O)=CC=CN=3)=[CH:24][CH2:23]2)[O:21][CH2:20][CH2:19]1. (6) Given the product [CH3:23][C:15]1[CH:16]=[C:17]([S:19]([CH2:22][P:29](=[O:36])([O:33][CH2:34][CH3:35])[O:30][CH2:31][CH3:32])(=[O:21])=[O:20])[CH:18]=[C:2]([CH3:1])[C:3]=1[O:4][Si:5]([CH:6]([CH3:7])[CH3:8])([CH:9]([CH3:10])[CH3:11])[CH:12]([CH3:14])[CH3:13], predict the reactants needed to synthesize it. The reactants are: [CH3:1][C:2]1[CH:18]=[C:17]([S:19]([CH3:22])(=[O:21])=[O:20])[CH:16]=[C:15]([CH3:23])[C:3]=1[O:4][Si:5]([CH:12]([CH3:14])[CH3:13])([CH:9]([CH3:11])[CH3:10])[CH:6]([CH3:8])[CH3:7].[Li]CCCC.[P:29](Cl)(=[O:36])([O:33][CH2:34][CH3:35])[O:30][CH2:31][CH3:32]. (7) The reactants are: BrC1C=C(F)C(N[C:7]2[C:16]3[C:11](=[CH:12][C:13](O)=[C:14]([O:17][CH3:18])[CH:15]=3)[N:10]=[CH:9][N:8]=2)=C(F)C=1.OCC1CCNCC1. Given the product [CH3:18][O:17][C:14]1[CH:15]=[C:16]2[C:11](=[CH:12][CH:13]=1)[N:10]=[CH:9][N:8]=[CH:7]2, predict the reactants needed to synthesize it. (8) Given the product [CH2:11]([N:18]1[C:23](=[O:24])[C:22]2[C:25]([Br:29])=[C:26]([Br:28])[S:27][C:21]=2[N:20]=[C:19]1[CH:30]([N:33]([CH2:34][CH2:35][N:36]([CH3:38])[CH3:37])[C:6](=[O:7])[C:5]1[CH:9]=[CH:10][C:2]([Br:1])=[CH:3][CH:4]=1)[CH2:31][CH3:32])[C:12]1[CH:13]=[CH:14][CH:15]=[CH:16][CH:17]=1, predict the reactants needed to synthesize it. The reactants are: [Br:1][C:2]1[CH:10]=[CH:9][C:5]([C:6](Cl)=[O:7])=[CH:4][CH:3]=1.[CH2:11]([N:18]1[C:23](=[O:24])[C:22]2[C:25]([Br:29])=[C:26]([Br:28])[S:27][C:21]=2[N:20]=[C:19]1[CH:30]([NH:33][CH2:34][CH2:35][N:36]([CH3:38])[CH3:37])[CH2:31][CH3:32])[C:12]1[CH:17]=[CH:16][CH:15]=[CH:14][CH:13]=1.C(N(CC)C(C)C)(C)C. (9) Given the product [CH:14]1([C:11]2[CH:10]=[C:9]([NH:8][C:6]3[N:7]=[C:2]([N:26]4[CH2:31][CH2:30][O:29][CH2:28][CH2:27]4)[N:3]=[C:4]([N:17]4[CH2:22][C@@H:21]5[CH2:23][C@@:18]4([CH3:25])[C:19](=[O:24])[O:20]5)[N:5]=3)[NH:13][N:12]=2)[CH2:15][CH2:16]1, predict the reactants needed to synthesize it. The reactants are: Cl[C:2]1[N:7]=[C:6]([NH:8][C:9]2[NH:13][N:12]=[C:11]([CH:14]3[CH2:16][CH2:15]3)[CH:10]=2)[N:5]=[C:4]([N:17]2[CH2:22][C@@H:21]3[CH2:23][C@@:18]2([CH3:25])[C:19](=[O:24])[O:20]3)[N:3]=1.[NH:26]1[CH2:31][CH2:30][O:29][CH2:28][CH2:27]1. (10) Given the product [CH3:1][N:2]([CH3:15])[C:3](=[O:14])[CH2:4][C:5]1[CH:10]=[C:9]([CH2:11][CH3:12])[CH:8]=[CH:7][C:6]=1[NH:19][C:18]1[C:20]([F:25])=[CH:21][C:22]([Cl:24])=[CH:23][C:17]=1[Br:16], predict the reactants needed to synthesize it. The reactants are: [CH3:1][N:2]([CH3:15])[C:3](=[O:14])[CH2:4][C:5]1[CH:10]=[C:9]([CH2:11][CH3:12])[CH:8]=[CH:7][C:6]=1I.[Br:16][C:17]1[CH:23]=[C:22]([Cl:24])[CH:21]=[C:20]([F:25])[C:18]=1[NH2:19].